This data is from Full USPTO retrosynthesis dataset with 1.9M reactions from patents (1976-2016). The task is: Predict the reactants needed to synthesize the given product. (1) Given the product [CH3:1][O:2][C:3]1[CH:21]=[C:20]([O:22][CH2:36][C:34]2[N:35]=[C:31]([N:25]3[CH2:24][CH:23]4[O:30][CH:27]([CH2:28][CH2:29]4)[CH2:26]3)[S:32][CH:33]=2)[C:6]2[CH:7]=[C:8]([C:10]3[N:11]=[C:12]4[N:16]([CH:17]=3)[N:15]=[C:14]([O:18][CH3:19])[S:13]4)[O:9][C:5]=2[CH:4]=1, predict the reactants needed to synthesize it. The reactants are: [CH3:1][O:2][C:3]1[CH:4]=[C:5]2[O:9][C:8]([C:10]3[N:11]=[C:12]4[N:16]([CH:17]=3)[N:15]=[C:14]([O:18][CH3:19])[S:13]4)=[CH:7][C:6]2=[C:20]([OH:22])[CH:21]=1.[CH:23]12[O:30][CH:27]([CH2:28][CH2:29]1)[CH2:26][N:25]([C:31]1[S:32][CH:33]=[C:34]([CH2:36]O)[N:35]=1)[CH2:24]2. (2) Given the product [C:1]([C:3]1[CH:8]=[CH:7][C:6]([C@H:9]2[N:14]3[N:15]=[N:16][N:17]=[C:13]3[N:12]([C:18]3[CH:23]=[CH:22][CH:21]=[C:20]([C:24]([F:27])([F:26])[F:25])[CH:19]=3)[C:11]([CH3:28])=[C:10]2[C:29]#[N:31])=[CH:5][CH:4]=1)#[N:2], predict the reactants needed to synthesize it. The reactants are: [C:1]([C:3]1[CH:8]=[CH:7][C:6]([C@H:9]2[N:14]3[N:15]=[N:16][N:17]=[C:13]3[N:12]([C:18]3[CH:23]=[CH:22][CH:21]=[C:20]([C:24]([F:27])([F:26])[F:25])[CH:19]=3)[C:11]([CH3:28])=[C:10]2[C:29]([NH2:31])=O)=[CH:5][CH:4]=1)#[N:2].[OH-].COC(NS([N+](CC)(CC)CC)(=O)=O)=O. (3) Given the product [Cl:54][C:10]1[CH:11]=[CH:12][C:13]([C@H:15]2[C@H:20]([O:21][CH2:22][C:23]3[CH:28]=[CH:27][CH:26]=[CH:25][CH:24]=3)[C@@H:19]([O:29][CH2:30][C:31]3[CH:36]=[CH:35][CH:34]=[CH:33][CH:32]=3)[C@H:18]([O:37][CH2:38][C:39]3[CH:44]=[CH:43][CH:42]=[CH:41][CH:40]=3)[C@@H:17]([CH2:45][O:46][CH2:47][C:48]3[CH:53]=[CH:52][CH:51]=[CH:50][CH:49]=3)[O:16]2)=[CH:14][C:9]=1[CH2:8][C:5]1[N:4]=[N:58][C:59]([C:60]#[C:65][C:66]2[CH:71]=[CH:70][CH:69]=[CH:68][CH:67]=2)=[CH:61][CH:73]=1, predict the reactants needed to synthesize it. The reactants are: ClC1N=[N:4][C:5]([CH2:8][C:9]2[CH:14]=[C:13]([C@H:15]3[C@H:20]([O:21][CH2:22][C:23]4[CH:28]=[CH:27][CH:26]=[CH:25][CH:24]=4)[C@@H:19]([O:29][CH2:30][C:31]4[CH:36]=[CH:35][CH:34]=[CH:33][CH:32]=4)[C@H:18]([O:37][CH2:38][C:39]4[CH:44]=[CH:43][CH:42]=[CH:41][CH:40]=4)[C@@H:17]([CH2:45][O:46][CH2:47][C:48]4[CH:53]=[CH:52][CH:51]=[CH:50][CH:49]=4)[O:16]3)[CH:12]=[CH:11][C:10]=2[Cl:54])=CC=1.C([N:58](CC)[CH:59]([CH3:61])[CH3:60])(C)C.C#[C:65][C:66]1[CH:71]=[CH:70][CH:69]=[CH:68][CH:67]=1.O1CCC[CH2:73]1.